This data is from Full USPTO retrosynthesis dataset with 1.9M reactions from patents (1976-2016). The task is: Predict the reactants needed to synthesize the given product. Given the product [Br:1][C:2]1[CH:3]=[CH:4][C:5]([CH:8]2[CH2:25][CH:9]2[C:10]([N:12]2[C@@H:16]([CH3:17])[C@H:15]([C:18]3[CH:19]=[CH:20][CH:21]=[CH:22][CH:23]=3)[O:14][C:13]2=[O:24])=[O:11])=[CH:6][CH:7]=1, predict the reactants needed to synthesize it. The reactants are: [Br:1][C:2]1[CH:7]=[CH:6][C:5](/[CH:8]=[CH:9]/[C:10]([N:12]2[CH:16]([CH3:17])[CH:15]([C:18]3[CH:23]=[CH:22][CH:21]=[CH:20][CH:19]=3)[O:14][C:13]2=[O:24])=[O:11])=[CH:4][CH:3]=1.[CH2:25]1COCC1.